Dataset: Full USPTO retrosynthesis dataset with 1.9M reactions from patents (1976-2016). Task: Predict the reactants needed to synthesize the given product. (1) Given the product [F:10][C:11]([F:15])([F:14])[CH2:12][O:13][C:2]1[CH:9]=[CH:8][C:5]([C:6]#[N:7])=[CH:4][N:3]=1, predict the reactants needed to synthesize it. The reactants are: Cl[C:2]1[CH:9]=[CH:8][C:5]([C:6]#[N:7])=[CH:4][N:3]=1.[F:10][C:11]([F:15])([F:14])[CH2:12][OH:13].CC(C)([O-])C.[K+]. (2) Given the product [CH3:1][O:2][C:3](=[O:30])[C@H:4]([CH2:20][C:21]1[CH:26]=[CH:25][C:24]([NH2:27])=[CH:23][CH:22]=1)[NH:5][C:6]([C:8]1([CH2:13][C:14]2[CH:19]=[CH:18][CH:17]=[CH:16][CH:15]=2)[CH2:12][CH2:11][CH2:10][CH2:9]1)=[O:7], predict the reactants needed to synthesize it. The reactants are: [CH3:1][O:2][C:3](=[O:30])[C@H:4]([CH2:20][C:21]1[CH:26]=[CH:25][C:24]([N+:27]([O-])=O)=[CH:23][CH:22]=1)[NH:5][C:6]([C:8]1([CH2:13][C:14]2[CH:19]=[CH:18][CH:17]=[CH:16][CH:15]=2)[CH2:12][CH2:11][CH2:10][CH2:9]1)=[O:7]. (3) Given the product [Cl:19][C:20]1[CH:27]=[CH:26][CH:25]=[C:24]([F:28])[C:21]=1[CH2:22][N:1]1[C:5]2[CH:6]=[CH:7][CH:8]=[C:9]([N:10]3[CH:15]=[C:14]([OH:16])[C:13](=[O:17])[CH:12]=[C:11]3[CH3:18])[C:4]=2[N:3]=[CH:2]1, predict the reactants needed to synthesize it. The reactants are: [NH:1]1[C:5]2[CH:6]=[CH:7][CH:8]=[C:9]([N:10]3[CH:15]=[C:14]([OH:16])[C:13](=[O:17])[CH:12]=[C:11]3[CH3:18])[C:4]=2[N:3]=[CH:2]1.[Cl:19][C:20]1[CH:27]=[CH:26][CH:25]=[C:24]([F:28])[C:21]=1[CH2:22]Br. (4) Given the product [CH2:1]([CH:8]1[C:17]2[C:12](=[CH:13][CH:14]=[C:15]([OH:18])[CH:16]=2)[O:11][CH2:10][CH:9]1[NH:20][C:21](=[O:25])[O:22][CH2:23][CH3:24])[C:2]1[CH:3]=[CH:4][CH:5]=[CH:6][CH:7]=1, predict the reactants needed to synthesize it. The reactants are: [CH2:1]([CH:8]1[C:17]2[C:12](=[CH:13][CH:14]=[C:15]([O:18]C)[CH:16]=2)[O:11][CH2:10][CH:9]1[NH:20][C:21](=[O:25])[O:22][CH2:23][CH3:24])[C:2]1[CH:7]=[CH:6][CH:5]=[CH:4][CH:3]=1.B(Br)(Br)Br.C(=O)([O-])O.[Na+]. (5) Given the product [Cl:37][C:17]1[CH:16]=[C:15]([CH:20]=[CH:19][C:18]=1[CH:21]([CH3:36])[C:22]([OH:35])([C:27]1[CH:32]=[CH:31][C:30](=[O:33])[N:29]([CH3:34])[CH:28]=1)[C:23]([F:26])([F:24])[F:25])[O:14][C:7]1[CH:8]=[C:9]([C:10]([F:11])([F:12])[F:13])[C:4]([C:3]([OH:38])=[O:2])=[CH:5][N:6]=1, predict the reactants needed to synthesize it. The reactants are: C[O:2][C:3](=[O:38])[C:4]1[C:9]([C:10]([F:13])([F:12])[F:11])=[CH:8][C:7]([O:14][C:15]2[CH:20]=[CH:19][C:18]([CH:21]([CH3:36])[C:22]([OH:35])([C:27]3[CH:32]=[CH:31][C:30](=[O:33])[N:29]([CH3:34])[CH:28]=3)[C:23]([F:26])([F:25])[F:24])=[C:17]([Cl:37])[CH:16]=2)=[N:6][CH:5]=1.[OH-].[Na+].Cl.CCOC(C)=O.